From a dataset of Full USPTO retrosynthesis dataset with 1.9M reactions from patents (1976-2016). Predict the reactants needed to synthesize the given product. (1) Given the product [OH:8][C:9]1[C:40]([CH3:41])=[CH:39][C:12]([CH2:13][C@@H:14]([CH2:18][C:19](=[O:38])[N:20]2[CH2:21][CH2:22][CH:23]([N:26]3[CH2:32][CH2:31][C:30]4[CH:33]=[CH:34][CH:35]=[CH:36][C:29]=4[NH:28][C:27]3=[O:37])[CH2:24][CH2:25]2)[C:15]([OH:17])=[O:16])=[CH:11][C:10]=1[O:42][CH3:43], predict the reactants needed to synthesize it. The reactants are: C([O:8][C:9]1[C:40]([CH3:41])=[CH:39][C:12]([CH2:13][C@@H:14]([CH2:18][C:19](=[O:38])[N:20]2[CH2:25][CH2:24][CH:23]([N:26]3[CH2:32][CH2:31][C:30]4[CH:33]=[CH:34][CH:35]=[CH:36][C:29]=4[NH:28][C:27]3=[O:37])[CH2:22][CH2:21]2)[C:15]([OH:17])=[O:16])=[CH:11][C:10]=1[O:42][CH3:43])C1C=CC=CC=1.[H][H]. (2) Given the product [C:16]1([N:15]2[CH2:43][CH2:41][CH2:32][CH2:31][CH2:30][CH2:29][CH2:28][CH2:27][C:11](=[O:51])[NH:10][CH2:9][CH2:14][CH2:13]2)[CH:24]=[CH:23][CH:22]=[CH:18][CH:17]=1, predict the reactants needed to synthesize it. The reactants are: NC1C=C(N[C:9]2[CH:14]=[C:13]([NH:15][C:16]3[CH:17]=[C:18]([CH:22]=[CH:23][CH:24]=3)C(O)=O)N3N=C[C:27]([CH2:28][CH2:29][CH2:30][CH2:31][C:32](O)=O)=[C:11]3[N:10]=2)C=CC=1.CCN([CH:41]([CH3:43])C)C(C)C.CN(C([O:51]N1N=NC2C=CC=NC1=2)=[N+](C)C)C.F[P-](F)(F)(F)(F)F.CN(C)C1CCNC1. (3) Given the product [NH2:15][C@H:10]1[CH2:11][CH2:12][CH2:13][CH2:14][C@H:9]1[NH:8][C:6]1[N:7]=[C:2]([NH:30][C:29]2[CH:28]=[C:27]([C:22]3[N:23]=[CH:24][CH:25]=[CH:26][N:21]=3)[CH:33]=[C:32]([C:34]3[N:35]=[CH:36][CH:37]=[CH:38][N:39]=3)[CH:31]=2)[C:3]([C:19]([NH2:20])=[O:41])=[N:4][CH:5]=1, predict the reactants needed to synthesize it. The reactants are: Cl[C:2]1[N:7]=[C:6]([NH:8][C@@H:9]2[CH2:14][CH2:13][CH2:12][CH2:11][C@@H:10]2[NH:15]C(=O)[O-])[CH:5]=[N:4][C:3]=1[C:19]#[N:20].[N:21]1[CH:26]=[CH:25][CH:24]=[N:23][C:22]=1[C:27]1[CH:28]=[C:29]([CH:31]=[C:32]([C:34]2[N:39]=[CH:38][CH:37]=[CH:36][N:35]=2)[CH:33]=1)[NH2:30].C(=O)([O-])[O-:41].[Cs+].[Cs+].C1C=CC(P(C2C(C3C(P(C4C=CC=CC=4)C4C=CC=CC=4)=CC=C4C=3C=CC=C4)=C3C(C=CC=C3)=CC=2)C2C=CC=CC=2)=CC=1.OS(O)(=O)=O. (4) Given the product [NH:31]1[C:30]2[CH:32]=[CH:33][CH:34]=[CH:35][C:29]=2[N:28]=[C:27]1[C@@H:23]1[CH2:24][CH2:25][CH2:26][N:22]1[C:14]([C@H:13]([CH2:17][CH2:18][CH2:19][CH2:20][CH3:21])[CH2:12][N:9]([OH:8])[CH:10]=[O:11])=[O:15], predict the reactants needed to synthesize it. The reactants are: C([O:8][N:9]([CH2:12][C@@H:13]([CH2:17][CH2:18][CH2:19][CH2:20][CH3:21])[C:14](O)=[O:15])[CH:10]=[O:11])C1C=CC=CC=1.[NH:22]1[CH2:26][CH2:25][CH2:24][C@H:23]1[C:27]1[NH:31][C:30]2[CH:32]=[CH:33][CH:34]=[CH:35][C:29]=2[N:28]=1.